Predict the reactants needed to synthesize the given product. From a dataset of Full USPTO retrosynthesis dataset with 1.9M reactions from patents (1976-2016). (1) Given the product [Cl:1][C:2]1[CH:3]=[C:4]([CH:27]=[CH:28][C:29]=1[F:30])[NH:5][C:6]1[C:15]2[C:10](=[CH:11][C:12]([O:22][CH2:23][CH2:24][CH2:25][N:37]3[CH2:38][CH2:39][N:34]([CH2:33][C:31]#[N:32])[CH2:35][CH2:36]3)=[CH:13][C:14]=2[O:16][CH:17]2[CH2:21][CH2:20][O:19][CH2:18]2)[N:9]=[CH:8][N:7]=1, predict the reactants needed to synthesize it. The reactants are: [Cl:1][C:2]1[CH:3]=[C:4]([CH:27]=[CH:28][C:29]=1[F:30])[NH:5][C:6]1[C:15]2[C:10](=[CH:11][C:12]([O:22][CH2:23][CH2:24][CH2:25]Cl)=[CH:13][C:14]=2[O:16][CH:17]2[CH2:21][CH2:20][O:19][CH2:18]2)[N:9]=[CH:8][N:7]=1.[C:31]([CH2:33][N:34]1[CH2:39][CH2:38][NH:37][CH2:36][CH2:35]1)#[N:32]. (2) Given the product [CH3:45][O:44][CH2:43][CH2:42][N:39]1[CH2:40][CH2:41][C@H:37]([N:35]([CH3:36])[C:32]2[CH:31]=[CH:30][C:29]([NH:28][C:15]3[N:16]=[C:17]([O:18][C:19]4[CH:24]=[CH:23][CH:22]=[C:21]([N+:25]([O-:27])=[O:26])[CH:20]=4)[C:12]4[CH:11]=[CH:10][NH:9][C:13]=4[N:14]=3)=[CH:34][CH:33]=2)[CH2:38]1, predict the reactants needed to synthesize it. The reactants are: C(OC[N:9]1[C:13]2[N:14]=[C:15]([NH:28][C:29]3[CH:34]=[CH:33][C:32]([N:35]([C@H:37]4[CH2:41][CH2:40][N:39]([CH2:42][CH2:43][O:44][CH3:45])[CH2:38]4)[CH3:36])=[CH:31][CH:30]=3)[N:16]=[C:17]([O:18][C:19]3[CH:24]=[CH:23][CH:22]=[C:21]([N+:25]([O-:27])=[O:26])[CH:20]=3)[C:12]=2[CH:11]=[CH:10]1)(=O)C(C)(C)C.C1COCC1.CO.[OH-].[Na+]. (3) The reactants are: [CH2:1]([S:8]([NH:11][C:12]1[C:13](=[O:23])[N:14]([CH2:19][C:20](O)=[O:21])[C:15]([CH3:18])=[CH:16][CH:17]=1)(=[O:10])=[O:9])[C:2]1[CH:7]=[CH:6][CH:5]=[CH:4][CH:3]=1.Br.Br.[S:26]1[C:30]2[CH2:31][CH:32]([NH2:35])[CH2:33][CH2:34][C:29]=2[N:28]=[C:27]1[NH2:36]. Given the product [NH2:36][C:27]1[S:26][C:30]2[CH2:31][CH:32]([NH:35][C:20](=[O:21])[CH2:19][N:14]3[C:15]([CH3:18])=[CH:16][CH:17]=[C:12]([NH:11][S:8]([CH2:1][C:2]4[CH:7]=[CH:6][CH:5]=[CH:4][CH:3]=4)(=[O:10])=[O:9])[C:13]3=[O:23])[CH2:33][CH2:34][C:29]=2[N:28]=1, predict the reactants needed to synthesize it. (4) Given the product [F:20][C:2]([F:1])([F:19])[O:3][C:4]1[CH:9]=[CH:8][C:7]([S:10]([N:13]2[CH2:14][CH2:15][N:16]([C:30]([C:23]3[CH:22]=[N:21][N:25]4[CH:26]=[CH:27][CH:28]=[N:29][C:24]=34)=[O:31])[CH2:17][CH2:18]2)(=[O:12])=[O:11])=[CH:6][CH:5]=1, predict the reactants needed to synthesize it. The reactants are: [F:1][C:2]([F:20])([F:19])[O:3][C:4]1[CH:9]=[CH:8][C:7]([S:10]([N:13]2[CH2:18][CH2:17][NH:16][CH2:15][CH2:14]2)(=[O:12])=[O:11])=[CH:6][CH:5]=1.[N:21]1[N:25]2[CH:26]=[CH:27][CH:28]=[N:29][C:24]2=[C:23]([C:30](O)=[O:31])[CH:22]=1.C1C=CC2N(O)N=NC=2C=1.O.CN(C(ON1N=NC2C=CC=CC1=2)=[N+](C)C)C.F[P-](F)(F)(F)(F)F.CCN(C(C)C)C(C)C. (5) Given the product [CH3:1][C:2]1([CH3:9])[O:6][C@@H:5]([CH:7]([OH:8])[CH:10]=[CH2:11])[CH2:4][O:3]1, predict the reactants needed to synthesize it. The reactants are: [CH3:1][C:2]1([CH3:9])[O:6][C@@H:5]([CH:7]=[O:8])[CH2:4][O:3]1.[CH:10]([Mg]Br)=[CH2:11].[Cl-].[NH4+]. (6) Given the product [C:1]([O:5][C:6]([NH:8][CH2:9][CH2:10][N:11]([CH2:29][CH2:30][NH:31][C:32]([O:34][C:35]([CH3:38])([CH3:37])[CH3:36])=[O:33])[C:12](=[O:13])[CH2:14][CH2:15][C@H:16]([NH:21][C:22]([O:24][C:25]([CH3:28])([CH3:26])[CH3:27])=[O:23])[C:17]([OH:19])=[O:18])=[O:7])([CH3:2])([CH3:3])[CH3:4], predict the reactants needed to synthesize it. The reactants are: [C:1]([O:5][C:6]([NH:8][CH2:9][CH2:10][N:11]([CH2:29][CH2:30][NH:31][C:32]([O:34][C:35]([CH3:38])([CH3:37])[CH3:36])=[O:33])[C:12]([CH2:14][CH2:15][C@H:16]([NH:21][C:22]([O:24][C:25]([CH3:28])([CH3:27])[CH3:26])=[O:23])[C:17]([O:19]C)=[O:18])=[O:13])=[O:7])([CH3:4])([CH3:3])[CH3:2].[OH-].[Na+].